This data is from Forward reaction prediction with 1.9M reactions from USPTO patents (1976-2016). The task is: Predict the product of the given reaction. (1) Given the reactants O[CH2:2][C:3]1[S:7][C:6]([NH:8][C:9](=[O:15])[O:10][C:11]([CH3:14])([CH3:13])[CH3:12])=[N:5][CH:4]=1.S(Cl)([Cl:18])=O, predict the reaction product. The product is: [Cl:18][CH2:2][C:3]1[S:7][C:6]([NH:8][C:9](=[O:15])[O:10][C:11]([CH3:14])([CH3:13])[CH3:12])=[N:5][CH:4]=1. (2) Given the reactants [Cl:1][C:2]1[CH:33]=[CH:32][C:5]([C:6]([NH:8][C:9]2[CH:14]=[C:13]([C:15]3[N:19]4[N:20]=[CH:21][CH:22]=[CH:23][C:18]4=[N:17][C:16]=3[C:24]3[CH:29]=[CH:28][C:27]([F:30])=[C:26]([CH3:31])[CH:25]=3)[CH:12]=[CH:11][N:10]=2)=[O:7])=[CH:4][CH:3]=1.C(OCC)(=O)C.Cl, predict the reaction product. The product is: [ClH:1].[Cl:1][C:2]1[CH:33]=[CH:32][C:5]([C:6]([NH:8][C:9]2[CH:14]=[C:13]([C:15]3[N:19]4[N:20]=[CH:21][CH:22]=[CH:23][C:18]4=[N:17][C:16]=3[C:24]3[CH:29]=[CH:28][C:27]([F:30])=[C:26]([CH3:31])[CH:25]=3)[CH:12]=[CH:11][N:10]=2)=[O:7])=[CH:4][CH:3]=1. (3) Given the reactants Cl.[F:2][CH:3]([F:29])[O:4][C:5]1[CH:6]=[C:7]([S:11]([NH:14][C:15]2[CH:20]=[CH:19][C:18]([O:21][CH3:22])=[C:17]([N:23]3[CH2:28][CH2:27][NH:26][CH2:25][CH2:24]3)[CH:16]=2)(=[O:13])=[O:12])[CH:8]=[CH:9][CH:10]=1.C=O.[C:32](O[BH-](OC(=O)C)OC(=O)C)(=O)C.[Na+], predict the reaction product. The product is: [F:29][CH:3]([F:2])[O:4][C:5]1[CH:6]=[C:7]([S:11]([NH:14][C:15]2[CH:20]=[CH:19][C:18]([O:21][CH3:22])=[C:17]([N:23]3[CH2:24][CH2:25][N:26]([CH3:32])[CH2:27][CH2:28]3)[CH:16]=2)(=[O:13])=[O:12])[CH:8]=[CH:9][CH:10]=1. (4) The product is: [BH3:25].[CH2:26]([C:28]1[CH:41]=[CH:40][C:31]([CH2:32][C:33]2[CH:34]=[CH:35][NH+:36]=[CH:37][C:38]=2[O:7][C@@H:6]2[S:8][C@H:9]([CH2:20][O:21][C:22](=[O:24])[CH3:23])[C@@H:10]([O:16][C:17](=[O:19])[CH3:18])[C@H:11]([O:12][C:13](=[O:15])[CH3:14])[C@H:5]2[O:4][C:1](=[O:3])[CH3:2])=[CH:30][CH:29]=1)[CH3:27]. Given the reactants [C:1]([O:4][C@@H:5]1[C@@H:11]([O:12][C:13](=[O:15])[CH3:14])[C@H:10]([O:16][C:17](=[O:19])[CH3:18])[C@@H:9]([CH2:20][O:21][C:22](=[O:24])[CH3:23])[S:8][CH:6]1[OH:7])(=[O:3])[CH3:2].[BH3:25].[CH2:26]([C:28]1[CH:41]=[CH:40][C:31]([CH2:32][C:33]2[CH:38]=[CH:37][NH+:36]=[CH:35][C:34]=2O)=[CH:30][CH:29]=1)[CH3:27].C1(P(C2C=CC=CC=2)C2C=CC=CC=2)C=CC=CC=1.N(C(OC(C)C)=O)=NC(OC(C)C)=O, predict the reaction product.